This data is from Forward reaction prediction with 1.9M reactions from USPTO patents (1976-2016). The task is: Predict the product of the given reaction. (1) The product is: [C:1]([C:5]1[CH:9]=[C:8]([NH:10][C:11]([NH:13][C:14]2[CH:19]=[C:18]([C:20]3[C:32](=[O:33])[N:31]([CH3:34])[C:23]4[N:24]=[C:25]([NH:44][C@H:37]([C:38]5[CH:43]=[CH:42][CH:41]=[CH:40][CH:39]=5)[CH3:36])[N:26]=[CH:27][C:22]=4[CH:21]=3)[CH:17]=[CH:16][C:15]=2[F:35])=[O:12])[O:7][N:6]=1)([CH3:4])([CH3:3])[CH3:2]. Given the reactants [C:1]([C:5]1[CH:9]=[C:8]([NH:10][C:11]([NH:13][C:14]2[CH:19]=[C:18]([C:20]3[C:32](=[O:33])[N:31]([CH3:34])[C:23]4[N:24]=[C:25](S(C)=O)[N:26]=[CH:27][C:22]=4[CH:21]=3)[CH:17]=[CH:16][C:15]=2[F:35])=[O:12])[O:7][N:6]=1)([CH3:4])([CH3:3])[CH3:2].[CH3:36][C@H:37]([NH2:44])[C:38]1[CH:43]=[CH:42][CH:41]=[CH:40][CH:39]=1, predict the reaction product. (2) Given the reactants CO.[C:3]1([CH2:9][C:10]([OH:12])=[O:11])[CH:8]=[CH:7][CH:6]=[CH:5][CH:4]=1, predict the reaction product. The product is: [CH:3]1([CH2:9][C:10]([OH:12])=[O:11])[CH2:8][CH2:7][CH2:6][CH2:5][CH2:4]1. (3) Given the reactants [Cl:1][C:2]1[CH:15]=[CH:14][C:5]([O:6][C:7]2[CH:13]=[CH:12][C:10]([NH2:11])=[CH:9][CH:8]=2)=[CH:4][CH:3]=1.C(OC([NH:23][C@@H:24]([CH2:28][O:29][CH2:30][C:31]1[CH:36]=[CH:35][C:34]([F:37])=[CH:33][CH:32]=1)[C:25](O)=[O:26])=O)(C)(C)C, predict the reaction product. The product is: [NH2:23][C@@H:24]([CH2:28][O:29][CH2:30][C:31]1[CH:32]=[CH:33][C:34]([F:37])=[CH:35][CH:36]=1)[C:25]([NH:11][C:10]1[CH:12]=[CH:13][C:7]([O:6][C:5]2[CH:14]=[CH:15][C:2]([Cl:1])=[CH:3][CH:4]=2)=[CH:8][CH:9]=1)=[O:26]. (4) The product is: [C:1]([O:4][CH2:5][C@H:6]([CH2:18][CH:16]([O:17][CH2:11][CH3:12])[O:15][CH2:14][CH3:13])[CH2:20][OH:21])(=[O:3])[CH3:2]. Given the reactants [C:1]([O:4][CH:5]=[CH2:6])(=[O:3])[CH3:2].CCCC[CH2:11][CH3:12].[CH3:13][CH2:14][O:15][C:16]([CH3:18])=[O:17].C[C:20]([O-])=[O:21], predict the reaction product. (5) Given the reactants [Cl-].O[NH3+:3].[C:4](=[O:7])([O-])[OH:5].[Na+].CS(C)=O.[OH:13][C:14]1([CH2:20][N:21]2[C:26](=[O:27])[C:25]([CH2:28][C:29]3[CH:34]=[CH:33][C:32]([C:35]4[C:36]([C:41]#[N:42])=[CH:37][CH:38]=[CH:39][CH:40]=4)=[CH:31][CH:30]=3)=[C:24]([CH2:43][CH2:44][CH3:45])[N:23]=[C:22]2[CH3:46])[CH2:19][CH2:18][O:17][CH2:16][CH2:15]1, predict the reaction product. The product is: [OH:13][C:14]1([CH2:20][N:21]2[C:26](=[O:27])[C:25]([CH2:28][C:29]3[CH:34]=[CH:33][C:32]([C:35]4[CH:40]=[CH:39][CH:38]=[CH:37][C:36]=4[C:41]4[NH:3][C:4](=[O:7])[O:5][N:42]=4)=[CH:31][CH:30]=3)=[C:24]([CH2:43][CH2:44][CH3:45])[N:23]=[C:22]2[CH3:46])[CH2:19][CH2:18][O:17][CH2:16][CH2:15]1. (6) Given the reactants C(OC(=O)[NH:7][C:8]1[CH:13]=[C:12]([O:14][CH3:15])[CH:11]=[C:10]([O:16][CH3:17])[C:9]=1[F:18])(C)(C)C.FC(F)(F)C(O)=O, predict the reaction product. The product is: [F:18][C:9]1[C:10]([O:16][CH3:17])=[CH:11][C:12]([O:14][CH3:15])=[CH:13][C:8]=1[NH2:7]. (7) Given the reactants Cl[C:2]1[C:7]([C:8]2[CH:9]=[N:10][CH:11]=[N:12][CH:13]=2)=[C:6]([C:14]#[C:15][C:16]2[CH:21]=[CH:20][CH:19]=[CH:18][CH:17]=2)[N:5]=[C:4]([NH2:22])[CH:3]=1.[CH3:23][O-:24].[Na+], predict the reaction product. The product is: [CH3:23][O:24][C:2]1[C:7]([C:8]2[CH:9]=[N:10][CH:11]=[N:12][CH:13]=2)=[C:6]([C:14]#[C:15][C:16]2[CH:21]=[CH:20][CH:19]=[CH:18][CH:17]=2)[N:5]=[C:4]([NH2:22])[CH:3]=1. (8) Given the reactants [OH:1][CH2:2][CH2:3][O:4][C:5]1[CH:6]=[C:7]2[C:12](=[CH:13][CH:14]=1)[NH:11][C:10](=[O:15])[CH2:9][CH2:8]2.N1C=CC=CC=1.[CH3:22][C:23]1[CH:28]=[CH:27][C:26]([S:29](Cl)(=[O:31])=[O:30])=[CH:25][CH:24]=1, predict the reaction product. The product is: [CH3:22][C:23]1[CH:28]=[CH:27][C:26]([S:29]([O:1][CH2:2][CH2:3][O:4][C:5]2[CH:6]=[C:7]3[C:12](=[CH:13][CH:14]=2)[NH:11][C:10](=[O:15])[CH2:9][CH2:8]3)(=[O:31])=[O:30])=[CH:25][CH:24]=1. (9) The product is: [CH3:29][C:3]1[C:2]([B:30]2[O:34][C:33]([CH3:36])([CH3:35])[C:32]([CH3:38])([CH3:37])[O:31]2)=[CH:28][CH:27]=[CH:26][C:4]=1[CH2:5][NH:6][C:7]1[N:12]=[C:11]([NH:13][CH2:14][CH:15]2[CH2:16][CH2:17][CH:18]([CH2:21][OH:22])[CH2:19][CH2:20]2)[C:10]([N+:23]([O-:25])=[O:24])=[CH:9][N:8]=1. Given the reactants Br[C:2]1[C:3]([CH3:29])=[C:4]([CH:26]=[CH:27][CH:28]=1)[CH2:5][NH:6][C:7]1[N:12]=[C:11]([NH:13][CH2:14][CH:15]2[CH2:20][CH2:19][CH:18]([CH2:21][OH:22])[CH2:17][CH2:16]2)[C:10]([N+:23]([O-:25])=[O:24])=[CH:9][N:8]=1.[B:30]1([B:30]2[O:34][C:33]([CH3:36])([CH3:35])[C:32]([CH3:38])([CH3:37])[O:31]2)[O:34][C:33]([CH3:36])([CH3:35])[C:32]([CH3:38])([CH3:37])[O:31]1.C([O-])(=O)C.[K+].C(Cl)Cl.N#N, predict the reaction product. (10) Given the reactants [C:1]1([C:7]2[O:8][C:9]([C:36]([F:39])([F:38])[F:37])=[C:10]([C:12]([NH:14][CH2:15][CH2:16][C:17]([NH:19][C:20]3[CH:25]=[CH:24][C:23]([C@H:26]4[CH2:31][CH2:30][C@H:29]([CH2:32][C:33]([OH:35])=O)[CH2:28][CH2:27]4)=[CH:22][CH:21]=3)=[O:18])=[O:13])[N:11]=2)[CH:6]=[CH:5][CH:4]=[CH:3][CH:2]=1.ClC(OC(C)C)=O.C([N:49](CC)CC)C.N, predict the reaction product. The product is: [C:33]([CH2:32][C@H:29]1[CH2:30][CH2:31][C@H:26]([C:23]2[CH:22]=[CH:21][C:20]([NH:19][C:17]([CH2:16][CH2:15][NH:14][C:12]([C:10]3[N:11]=[C:7]([C:1]4[CH:2]=[CH:3][CH:4]=[CH:5][CH:6]=4)[O:8][C:9]=3[C:36]([F:39])([F:38])[F:37])=[O:13])=[O:18])=[CH:25][CH:24]=2)[CH2:27][CH2:28]1)(=[O:35])[NH2:49].